From a dataset of Reaction yield outcomes from USPTO patents with 853,638 reactions. Predict the reaction yield, written as a fraction of the theoretical maximum amount of product (1.0 means a 100% yield; for example, 0.34 means a 34% yield). (1) The reactants are [OH:1][CH:2]([C:8]1[CH:17]=[CH:16][CH:15]=[C:14]2[C:9]=1[CH:10]=[CH:11][CH:12]=[N:13]2)[C:3]([O:5][CH2:6][CH3:7])=[O:4].I[CH3:19].[H-].[Na+]. The yield is 0.570. The product is [CH3:19][O:1][CH:2]([C:8]1[CH:17]=[CH:16][CH:15]=[C:14]2[C:9]=1[CH:10]=[CH:11][CH:12]=[N:13]2)[C:3]([O:5][CH2:6][CH3:7])=[O:4]. The catalyst is C1COCC1. (2) The reactants are [CH3:1][CH:2]([C:7](=[O:10])[CH2:8][CH3:9])[C:3](=[O:6])[CH2:4][CH3:5].[Na+].[Cl-].O=C[C@@H]([C@H]([C@@H]([C@@H](CO)O)O)O)O.[OH-].[Na+]. The catalyst is C1N=C(N)C2N=CN([C@@H]3O[C@H](COP(OP(OC[C@H]4O[C@@H](N5C=C(C(N)=O)CC=C5)[C@H](O)[C@@H]4O)(O)=O)(O)=O)[C@@H](O)[C@H]3OP(O)(O)=O)C=2N=1.P([O-])([O-])([O-])=O. The product is [OH:10][C@@H:7]([CH2:8][CH3:9])[C@H:2]([CH3:1])[C:3](=[O:6])[CH2:4][CH3:5]. The yield is 0.870. (3) The reactants are [OH:1][CH2:2][CH2:3][CH2:4][CH2:5][C:6]1[CH:15]=[C:14]2[C:9]([CH:10]=[CH:11][C:12](=[O:16])[O:13]2)=[CH:8][CH:7]=1.C([O-])(=O)C.[Na+].[Br:22]Br. The catalyst is CC(O)=O. The product is [Br:22][C:11]1[C:12](=[O:16])[O:13][C:14]2[C:9]([CH:10]=1)=[CH:8][CH:7]=[C:6]([CH2:5][CH2:4][CH2:3][CH2:2][OH:1])[CH:15]=2. The yield is 0.530. (4) The reactants are [N:1]1[C:10]2[C:5](=[CH:6][CH:7]=[CH:8][CH:9]=2)[N:4]=[CH:3][C:2]=1[C:11]1[CH:12]=[C:13]([NH2:17])[CH:14]=[CH:15][CH:16]=1.[CH3:18][O:19][C:20]1[CH:25]=[CH:24][C:23]([N:26]=[C:27]=[O:28])=[CH:22][CH:21]=1. The catalyst is C1(C)C=CC=CC=1. The product is [CH3:18][O:19][C:20]1[CH:25]=[CH:24][C:23]([NH:26][C:27]([NH:17][C:13]2[CH:14]=[CH:15][CH:16]=[C:11]([C:2]3[CH:3]=[N:4][C:5]4[C:10](=[CH:9][CH:8]=[CH:7][CH:6]=4)[N:1]=3)[CH:12]=2)=[O:28])=[CH:22][CH:21]=1. The yield is 0.620. (5) The reactants are [ClH:1].[CH2:2]([C:7]1[N:8]=[C:9]([NH2:12])[NH:10][CH:11]=1)[CH2:3][CH2:4][C:5]#[CH:6].[N:13]([CH2:16][C:17]1[CH:21]=[CH:20][S:19][CH:18]=1)=[N+:14]=[N-:15]. No catalyst specified. The product is [ClH:1].[S:19]1[CH:20]=[CH:21][C:17]([CH2:16][N:13]2[CH:6]=[C:5]([CH2:4][CH2:3][CH2:2][C:7]3[N:8]=[C:9]([NH2:12])[NH:10][CH:11]=3)[N:15]=[N:14]2)=[CH:18]1. The yield is 0.460.